This data is from Full USPTO retrosynthesis dataset with 1.9M reactions from patents (1976-2016). The task is: Predict the reactants needed to synthesize the given product. Given the product [O:45]=[C:44]([CH2:31][C:30]1[CH:25]=[CH:26][CH:27]=[CH:28][CH:29]=1)/[CH:43]=[CH:2]/[CH:3]1[CH2:7][O:6][C:5](=[O:8])[N:4]1[CH2:9][CH2:10][CH2:11][CH2:12][CH2:13][CH2:14][C:15]([O:17][CH2:18][CH3:19])=[O:16], predict the reactants needed to synthesize it. The reactants are: O[CH2:2][CH:3]1[CH2:7][O:6][C:5](=[O:8])[N:4]1[CH2:9][CH2:10][CH2:11][CH2:12][CH2:13][CH2:14][C:15]([O:17][CH2:18][CH3:19])=[O:16].CC(OI1(OC(C)=O)(OC(C)=O)O[C:31](=O)[C:30]2[CH:29]=[CH:28][CH:27]=[CH:26][C:25]1=2)=O.C1C[O:45][CH2:44][CH2:43]1.